This data is from NCI-60 drug combinations with 297,098 pairs across 59 cell lines. The task is: Regression. Given two drug SMILES strings and cell line genomic features, predict the synergy score measuring deviation from expected non-interaction effect. (1) Drug 2: CN(CC1=CN=C2C(=N1)C(=NC(=N2)N)N)C3=CC=C(C=C3)C(=O)NC(CCC(=O)O)C(=O)O. Synergy scores: CSS=52.0, Synergy_ZIP=4.51, Synergy_Bliss=2.09, Synergy_Loewe=-39.3, Synergy_HSA=0.469. Cell line: OVCAR-4. Drug 1: CNC(=O)C1=NC=CC(=C1)OC2=CC=C(C=C2)NC(=O)NC3=CC(=C(C=C3)Cl)C(F)(F)F. (2) Drug 1: CC1OCC2C(O1)C(C(C(O2)OC3C4COC(=O)C4C(C5=CC6=C(C=C35)OCO6)C7=CC(=C(C(=C7)OC)O)OC)O)O. Drug 2: CS(=O)(=O)OCCCCOS(=O)(=O)C. Cell line: SF-539. Synergy scores: CSS=21.7, Synergy_ZIP=2.21, Synergy_Bliss=5.44, Synergy_Loewe=-3.88, Synergy_HSA=6.20. (3) Drug 1: C1CC(=O)NC(=O)C1N2C(=O)C3=CC=CC=C3C2=O. Drug 2: CC1=C(C(=O)C2=C(C1=O)N3CC4C(C3(C2COC(=O)N)OC)N4)N. Cell line: COLO 205. Synergy scores: CSS=42.0, Synergy_ZIP=2.93, Synergy_Bliss=4.64, Synergy_Loewe=-10.8, Synergy_HSA=4.99.